This data is from Forward reaction prediction with 1.9M reactions from USPTO patents (1976-2016). The task is: Predict the product of the given reaction. (1) Given the reactants COC(=O)[CH:4]([C:6]1[CH:11]=[CH:10][CH:9]=[CH:8][C:7]=1[C:12](OC)=[O:13])Br.COC(=O)C(C1C=CC(Cl)=CC=1C(OC)=O)Br.[Cl:34][C:35]1[CH:36]=[CH:37][C:38]([OH:43])=[C:39]([CH:42]=1)[C:40]#[N:41].OC1C=CC=CC=1C#N, predict the reaction product. The product is: [OH:13][C:12]1[C:7]2[C:6](=[CH:11][CH:10]=[CH:9][CH:8]=2)[C:4]2[O:43][C:38]3[CH:37]=[CH:36][C:35]([Cl:34])=[CH:42][C:39]=3[C:40]=2[N:41]=1. (2) Given the reactants [CH3:1][C:2]1[N:3]=[C:4](S)[N:5]([CH2:7][C:8]2([C:14]3[CH:19]=[CH:18][C:17]([O:20][CH2:21][CH2:22][CH2:23][N:24]4[CH2:28][CH2:27][CH2:26][CH2:25]4)=[CH:16][CH:15]=3)[CH2:13][CH2:12][O:11][CH2:10][CH2:9]2)[CH:6]=1.O, predict the reaction product. The product is: [CH3:1][C:2]1[N:3]=[CH:4][N:5]([CH2:7][C:8]2([C:14]3[CH:19]=[CH:18][C:17]([O:20][CH2:21][CH2:22][CH2:23][N:24]4[CH2:28][CH2:27][CH2:26][CH2:25]4)=[CH:16][CH:15]=3)[CH2:13][CH2:12][O:11][CH2:10][CH2:9]2)[CH:6]=1. (3) The product is: [F:13][C:14]1[CH:15]=[CH:16][C:17]([O:32][CH3:33])=[C:18]([C:20]([CH3:30])([CH3:31])[CH2:21][C:22]([C:25]([F:28])([F:27])[F:26])([OH:29])[CH:23]=[N:34][C:35]2[CH:44]=[CH:43][C:42]([F:45])=[C:41]3[C:36]=2[CH:37]=[N:38][C:39]([CH3:46])=[N:40]3)[CH:19]=1. Given the reactants C([O-])(=O)C.[Na+].FC(F)(F)C(O)=O.[F:13][C:14]1[CH:15]=[CH:16][C:17]([O:32][CH3:33])=[C:18]([C:20]([CH3:31])([CH3:30])[CH2:21][C:22]([OH:29])([C:25]([F:28])([F:27])[F:26])[CH:23]=O)[CH:19]=1.[NH2:34][C:35]1[CH:44]=[CH:43][C:42]([F:45])=[C:41]2[C:36]=1[CH:37]=[N:38][C:39]([CH3:46])=[N:40]2, predict the reaction product. (4) Given the reactants [CH3:1][O:2][C:3](=[O:14])[C:4]1[CH:9]=[CH:8][C:7]([N:10]([CH3:12])[CH3:11])=[CH:6][C:5]=1[F:13].Cl[CH2:16]Cl.C[O:19][S:20]([C:23]([F:26])([F:25])[F:24])(=[O:22])=[O:21].ClC(Cl)C, predict the reaction product. The product is: [F:24][C:23]([F:26])([F:25])[S:20]([O-:22])(=[O:21])=[O:19].[F:13][C:5]1[CH:6]=[C:7]([N+:10]([CH3:16])([CH3:11])[CH3:12])[CH:8]=[CH:9][C:4]=1[C:3]([O:2][CH3:1])=[O:14]. (5) Given the reactants [CH3:1][O:2][C:3]1[C:8]([C:9]2[CH:14]=[CH:13][C:12]([O:15][CH3:16])=[CH:11][CH:10]=2)=[CH:7][C:6]([CH2:17][NH:18][CH:19]([C:21]2[C:30]3[C:25](=[CH:26][CH:27]=[CH:28][CH:29]=3)[N:24]=[CH:23][CH:22]=2)[CH3:20])=[CH:5][CH:4]=1.CN1C2C(=C(C(N)C)C=CC=2)C=C1.COC1C(C2C=CC(OC)=CC=2)=CC(C=O)=CC=1.C([BH3-])#N.[Na+], predict the reaction product. The product is: [CH3:1][O:2][C:3]1[C:8]([C:9]2[CH:14]=[CH:13][C:12]([O:15][CH3:16])=[CH:11][CH:10]=2)=[CH:7][C:6]([CH2:17][NH:18][CH:19]([C:21]2[CH:22]=[CH:27][CH:26]=[C:25]3[C:30]=2[CH:29]=[CH:28][N:24]3[CH3:23])[CH3:20])=[CH:5][CH:4]=1. (6) The product is: [N+:1]([C:4]1[CH:13]=[CH:12][CH:11]=[C:10]2[C:5]=1[CH:6]=[CH:7][N:27]([CH:21]1[CH:22]3[CH2:25][CH2:26][N:19]([CH2:24][CH2:23]3)[CH2:20]1)[C:9]2=[O:14])([O-:3])=[O:2]. Given the reactants [N+:1]([C:4]1[CH:13]=[CH:12][CH:11]=[C:10]2[C:5]=1[CH:6]=[CH:7]O[C:9]2=[O:14])([O-:3])=[O:2].CO.Cl.Cl.[N:19]12[CH2:26][CH2:25][CH:22]([CH2:23][CH2:24]1)[CH:21]([NH2:27])[CH2:20]2.C(N(CC)CC)C, predict the reaction product. (7) Given the reactants Cl[C:2]1[N:3]=[C:4]([NH:11][C:12]2[CH:17]=[CH:16][CH:15]=[C:14]([N:18]3[CH2:22][CH2:21][CH2:20][C@@H:19]3[CH3:23])[CH:13]=2)[C:5]2[N:10]=[CH:9][S:8][C:6]=2[N:7]=1.CC1(C)C(C)(C)OB([C:32]2[CH:33]=[C:34]([CH:50]=[CH:51][CH:52]=2)[CH2:35][NH:36][CH:37]2[CH2:42][CH2:41][N:40]([C:43]([O:45][C:46]([CH3:49])([CH3:48])[CH3:47])=[O:44])[CH2:39][CH2:38]2)O1.C([O-])([O-])=O.[Na+].[Na+], predict the reaction product. The product is: [CH3:23][C@H:19]1[CH2:20][CH2:21][CH2:22][N:18]1[C:14]1[CH:13]=[C:12]([NH:11][C:4]2[C:5]3[N:10]=[CH:9][S:8][C:6]=3[N:7]=[C:2]([C:32]3[CH:33]=[C:34]([CH:50]=[CH:51][CH:52]=3)[CH2:35][NH:36][CH:37]3[CH2:42][CH2:41][N:40]([C:43]([O:45][C:46]([CH3:48])([CH3:49])[CH3:47])=[O:44])[CH2:39][CH2:38]3)[N:3]=2)[CH:17]=[CH:16][CH:15]=1.